Dataset: Reaction yield outcomes from USPTO patents with 853,638 reactions. Task: Predict the reaction yield, written as a fraction of the theoretical maximum amount of product (1.0 means a 100% yield; for example, 0.34 means a 34% yield). (1) The reactants are C1(C)C=CC=CC=1.[CH3:8][C:9]1[NH:10][C:11]2[C:16]([C:17]=1[CH2:18][C:19]([O:21][CH3:22])=[O:20])=[CH:15][CH:14]=[CH:13][CH:12]=2.[N+:23]([C:26]1[CH:33]=[CH:32][C:29]([CH2:30]Br)=[CH:28][CH:27]=1)([O-:25])=[O:24].C(=O)([O-])[O-].[Cs+].[Cs+]. The catalyst is [Br-].C([P+](CCCC)(CCCC)CCCC)CCCCCCCCCCCCCCC.O. The product is [CH3:8][C:9]1[N:10]([CH2:30][C:29]2[CH:32]=[CH:33][C:26]([N+:23]([O-:25])=[O:24])=[CH:27][CH:28]=2)[C:11]2[C:16]([C:17]=1[CH2:18][C:19]([O:21][CH3:22])=[O:20])=[CH:15][CH:14]=[CH:13][CH:12]=2. The yield is 0.0370. (2) The reactants are C([N:8]1[CH2:12][C@@H:11]([C:13]2[CH:18]=[C:17]([CH2:19][CH2:20][CH3:21])[CH:16]=[C:15]([Cl:22])[C:14]=2[C:23]([O:25][CH2:26][CH3:27])=[O:24])[C@H:10]([C:28]([O:30][CH3:31])=[O:29])[CH2:9]1)C1C=CC=CC=1.ClC(OC(Cl)C)=O.C(N(CC)CC)C.[C:54](O[C:54]([O:56][C:57]([CH3:60])([CH3:59])[CH3:58])=[O:55])([O:56][C:57]([CH3:60])([CH3:59])[CH3:58])=[O:55]. The catalyst is C1(C)C=CC=CC=1.C(OCC)(=O)C. The product is [Cl:22][C:15]1[C:14]([C:23]([O:25][CH2:26][CH3:27])=[O:24])=[C:13]([C@@H:11]2[CH2:12][N:8]([C:54]([O:56][C:57]([CH3:58])([CH3:59])[CH3:60])=[O:55])[CH2:9][C@H:10]2[C:28]([O:30][CH3:31])=[O:29])[CH:18]=[C:17]([CH2:19][CH2:20][CH3:21])[CH:16]=1. The yield is 0.790. (3) The reactants are [K+].[C:2]([C:4]1[N:5]=[C:6]([C:17]([O-:19])=O)[N:7]([CH2:9][O:10][CH2:11][CH2:12][Si:13]([CH3:16])([CH3:15])[CH3:14])[CH:8]=1)#[N:3].CCN(C(C)C)C(C)C.C1CN([P+](Br)(N2CCCC2)N2CCCC2)CC1.F[P-](F)(F)(F)(F)F.[C:53]([O:57][C:58]([N:60]1[CH2:65][CH2:64][CH:63]([C:66]2[CH:71]=[CH:70][C:69]([NH2:72])=[C:68]([C:73]3[CH2:78][CH2:77][CH2:76][CH2:75][CH:74]=3)[CH:67]=2)[CH2:62][CH2:61]1)=[O:59])([CH3:56])([CH3:55])[CH3:54]. The catalyst is C(Cl)Cl.CCOC(C)=O. The product is [C:53]([O:57][C:58]([N:60]1[CH2:65][CH2:64][CH:63]([C:66]2[CH:71]=[CH:70][C:69]([NH:72][C:17]([C:6]3[N:7]([CH2:9][O:10][CH2:11][CH2:12][Si:13]([CH3:14])([CH3:15])[CH3:16])[CH:8]=[C:4]([C:2]#[N:3])[N:5]=3)=[O:19])=[C:68]([C:73]3[CH2:78][CH2:77][CH2:76][CH2:75][CH:74]=3)[CH:67]=2)[CH2:62][CH2:61]1)=[O:59])([CH3:56])([CH3:54])[CH3:55]. The yield is 0.850.